Dataset: Forward reaction prediction with 1.9M reactions from USPTO patents (1976-2016). Task: Predict the product of the given reaction. (1) Given the reactants C(OC(=O)[NH:10][C:11]1[CH:16]=[CH:15][C:14]([C:17]2[C:18]([O:33][CH2:34][C:35]([F:38])([F:37])[F:36])=[N:19][CH:20]=[C:21]([NH:23][C:24]([C:26]3[CH:27]=[N:28][CH:29]=[C:30]([I:32])[CH:31]=3)=[O:25])[CH:22]=2)=[CH:13][C:12]=1[Cl:39])C1C=CC=CC=1.FC(F)(F)C(O)=O, predict the reaction product. The product is: [NH2:10][C:11]1[CH:16]=[CH:15][C:14]([C:17]2[CH:22]=[C:21]([NH:23][C:24](=[O:25])[C:26]3[CH:31]=[C:30]([I:32])[CH:29]=[N:28][CH:27]=3)[CH:20]=[N:19][C:18]=2[O:33][CH2:34][C:35]([F:36])([F:37])[F:38])=[CH:13][C:12]=1[Cl:39]. (2) Given the reactants [Cl:1][C:2]1[CH:7]=[CH:6][C:5]([C:8]2([CH3:36])[C:12]([C:14]3[CH:19]=[CH:18][C:17]([Cl:20])=[CH:16][CH:15]=3)([CH3:13])[N:11]([C:21](Cl)=[O:22])[C:10]([C:24]3[CH:29]=[CH:28][C:27]([S:30][CH2:31][CH3:32])=[CH:26][C:25]=3[O:33][CH2:34][CH3:35])=[N:9]2)=[CH:4][CH:3]=1.Cl.Cl.[CH3:39][S:40]([CH2:43][CH2:44][CH2:45][N:46]1[CH2:51][CH2:50][NH:49][CH2:48][CH2:47]1)(=[O:42])=[O:41], predict the reaction product. The product is: [Cl:1][C:2]1[CH:7]=[CH:6][C:5]([C@@:8]2([CH3:36])[C@:12]([C:14]3[CH:15]=[CH:16][C:17]([Cl:20])=[CH:18][CH:19]=3)([CH3:13])[N:11]([C:21]([N:49]3[CH2:50][CH2:51][N:46]([CH2:45][CH2:44][CH2:43][S:40]([CH3:39])(=[O:41])=[O:42])[CH2:47][CH2:48]3)=[O:22])[C:10]([C:24]3[CH:29]=[CH:28][C:27]([S:30][CH2:31][CH3:32])=[CH:26][C:25]=3[O:33][CH2:34][CH3:35])=[N:9]2)=[CH:4][CH:3]=1. (3) Given the reactants [CH3:1][NH:2][C:3](=[O:5])[CH3:4].CC(C)([O-])C.[K+].[Br:12][C:13]1[CH:20]=[CH:19][C:16]([CH2:17]Br)=[CH:15][CH:14]=1.C(OC(=O)C)C, predict the reaction product. The product is: [Br:12][C:13]1[CH:20]=[CH:19][C:16]([CH2:17][N:2]([CH3:1])[C:3](=[O:5])[CH3:4])=[CH:15][CH:14]=1. (4) Given the reactants [Cl:1][C:2]1[C:3]([O:21][CH:22]([CH3:24])[CH3:23])=[C:4]([CH:17]([OH:20])[CH2:18][CH3:19])[CH:5]=[C:6]2[C:11]=1[O:10][C:9]([CH3:13])([CH3:12])[CH:8]=[C:7]2[CH:14]([CH3:16])[CH3:15].C[N+]1([O-])CCOCC1, predict the reaction product. The product is: [Cl:1][C:2]1[C:3]([O:21][CH:22]([CH3:23])[CH3:24])=[C:4]([C:17](=[O:20])[CH2:18][CH3:19])[CH:5]=[C:6]2[C:11]=1[O:10][C:9]([CH3:12])([CH3:13])[CH:8]=[C:7]2[CH:14]([CH3:16])[CH3:15]. (5) Given the reactants [CH3:1][C:2](=[CH2:13])[CH2:3][CH:4]([C:9]([O:11][CH3:12])=[O:10])[C:5]([O:7][CH3:8])=[O:6].[CH3:14][C:15](C)([O-])C.[K+].C(Br)C.Cl, predict the reaction product. The product is: [CH2:14]([C:4]([C:5]([O:7][CH3:8])=[O:6])([CH2:3][C:2]([CH3:1])=[CH2:13])[C:9]([O:11][CH3:12])=[O:10])[CH3:15]. (6) Given the reactants C[O:2][C:3]1[C:11]2[C:7](=[N:8][O:9][N:10]=2)[C:6]([N+:12]([O-:14])=[O:13])=[CH:5][CH:4]=1, predict the reaction product. The product is: [N+:12]([C:6]1[C:7]2=[N:8][O:9][N:10]=[C:11]2[C:3]([OH:2])=[CH:4][CH:5]=1)([O-:14])=[O:13].